This data is from Catalyst prediction with 721,799 reactions and 888 catalyst types from USPTO. The task is: Predict which catalyst facilitates the given reaction. (1) Reactant: [Cl:1][C:2]1[CH:7]=[CH:6][C:5]([OH:8])=[CH:4][C:3]=1[F:9].C(=O)([O-])[O-].[Cs+].[Cs+].Br[CH2:17][C:18]([O:20][CH2:21][CH3:22])=[O:19]. Product: [CH2:21]([O:20][C:18](=[O:19])[CH2:17][O:8][C:5]1[CH:6]=[CH:7][C:2]([Cl:1])=[C:3]([F:9])[CH:4]=1)[CH3:22]. The catalyst class is: 10. (2) Reactant: Br[CH2:2][C:3]([O:5][CH2:6][CH3:7])=[O:4].[NH:8]1[CH2:13][CH2:12][CH2:11][CH2:10][CH2:9]1.C(N(CC)CC)C. Product: [N:8]1([CH2:2][C:3]([O:5][CH2:6][CH3:7])=[O:4])[CH2:13][CH2:12][CH2:11][CH2:10][CH2:9]1. The catalyst class is: 22. (3) Reactant: [CH2:1]([C@@H:8]1[NH:13][CH2:12][CH2:11][N:10]([C:14]2[CH:19]=[CH:18][C:17]([O:20][CH3:21])=[C:16]([O:22][CH:23]3[CH2:27][CH2:26][CH2:25][CH2:24]3)[CH:15]=2)[CH2:9]1)[C:2]1[CH:7]=[CH:6][CH:5]=[CH:4][CH:3]=1.C(N(C(C)C)CC)(C)C.Br[CH2:38][C:39]([NH2:41])=[O:40].[Br-].C([O-])(O)=O.[Na+]. Product: [CH2:1]([C@H:8]1[CH2:9][N:10]([C:14]2[CH:19]=[CH:18][C:17]([O:20][CH3:21])=[C:16]([O:22][CH:23]3[CH2:27][CH2:26][CH2:25][CH2:24]3)[CH:15]=2)[CH2:11][CH2:12][N:13]1[CH2:38][C:39]([NH2:41])=[O:40])[C:2]1[CH:3]=[CH:4][CH:5]=[CH:6][CH:7]=1. The catalyst class is: 49. (4) Reactant: C([N:8]1[CH2:14][CH2:13][CH2:12][C@H:9]1C=O)(OC(C)(C)C)=O.C([Cl:18])(=O)C.[CH:19](OC)([O:22][CH3:23])[O:20][CH3:21]. Product: [ClH:18].[CH3:21][O:20][CH:19]([O:22][CH3:23])[C@@H:9]1[CH2:12][CH2:13][CH2:14][NH:8]1. The catalyst class is: 5.